Dataset: Catalyst prediction with 721,799 reactions and 888 catalyst types from USPTO. Task: Predict which catalyst facilitates the given reaction. (1) Reactant: [CH3:1][C:2]1[C:7]([CH2:8][OH:9])=[CH:6][CH:5]=[C:4]([C:10]2[CH:15]=[CH:14][CH:13]=[C:12]([C:16]([F:19])([F:18])[F:17])[CH:11]=2)[N:3]=1. Product: [CH3:1][C:2]1[C:7]([CH:8]=[O:9])=[CH:6][CH:5]=[C:4]([C:10]2[CH:15]=[CH:14][CH:13]=[C:12]([C:16]([F:18])([F:17])[F:19])[CH:11]=2)[N:3]=1. The catalyst class is: 177. (2) Reactant: Br[CH2:2][CH2:3][CH2:4][N:5]1[C:9](=[O:10])[C:8]2=[CH:11][CH:12]=[CH:13][CH:14]=[C:7]2[C:6]1=[O:15].[CH3:16][S-:17].[Na+]. Product: [CH3:16][S:17][CH2:2][CH2:3][CH2:4][N:5]1[C:9](=[O:10])[C:8]2[C:7](=[CH:14][CH:13]=[CH:12][CH:11]=2)[C:6]1=[O:15]. The catalyst class is: 58.